Dataset: Full USPTO retrosynthesis dataset with 1.9M reactions from patents (1976-2016). Task: Predict the reactants needed to synthesize the given product. (1) Given the product [CH3:12][C:3]1[CH:4]=[C:5]([CH:10]=[CH:11][C:2]=1[N:15]1[C@H:14]([CH3:13])[CH2:18][O:17][C:16]1=[O:19])[C:6]([O:8][CH3:9])=[O:7], predict the reactants needed to synthesize it. The reactants are: Br[C:2]1[CH:11]=[CH:10][C:5]([C:6]([O:8][CH3:9])=[O:7])=[CH:4][C:3]=1[CH3:12].[CH3:13][C@@H:14]1[CH2:18][O:17][C:16](=[O:19])[NH:15]1. (2) Given the product [Cl:27][C:24]1[CH:25]=[CH:26][C:21]([CH2:20][N:16]2[C:17]3[C:13](=[CH:12][C:11](/[CH:10]=[C:7]4/[C:8](=[O:9])[N:4]([CH2:3][CH2:2][NH:1][S:34]([CH3:33])(=[O:36])=[O:35])[C:5](=[O:32])[S:6]/4)=[CH:19][CH:18]=3)[CH:14]=[N:15]2)=[C:22]([C:28]([F:30])([F:29])[F:31])[CH:23]=1, predict the reactants needed to synthesize it. The reactants are: [NH2:1][CH2:2][CH2:3][N:4]1[C:8](=[O:9])/[C:7](=[CH:10]/[C:11]2[CH:12]=[C:13]3[C:17](=[CH:18][CH:19]=2)[N:16]([CH2:20][C:21]2[CH:26]=[CH:25][C:24]([Cl:27])=[CH:23][C:22]=2[C:28]([F:31])([F:30])[F:29])[N:15]=[CH:14]3)/[S:6][C:5]1=[O:32].[CH3:33][S:34](Cl)(=[O:36])=[O:35]. (3) Given the product [Cl:1][C:2]1[CH:3]=[C:4]([NH:9][C:10]([C:12]2[CH:17]=[CH:16][C:15]([C:18]3[CH:23]=[CH:22][CH:21]=[CH:20][CH:19]=3)=[CH:14][CH:13]=2)=[S:33])[CH:5]=[CH:6][C:7]=1[F:8], predict the reactants needed to synthesize it. The reactants are: [Cl:1][C:2]1[CH:3]=[C:4]([NH:9][C:10]([C:12]2[CH:17]=[CH:16][C:15]([C:18]3[CH:23]=[CH:22][CH:21]=[CH:20][CH:19]=3)=[CH:14][CH:13]=2)=O)[CH:5]=[CH:6][C:7]=1[F:8].COC1C=CC(P2(=S)SP(C3C=CC(OC)=CC=3)(=S)[S:33]2)=CC=1. (4) Given the product [Br:4][C:5]1[CH:6]=[N:7][C:8]2[O:22][CH2:23][N:12]([CH2:13][C:14]3[CH:15]=[CH:16][C:17]([F:20])=[CH:18][CH:19]=3)[C:10](=[O:11])[C:9]=2[CH:21]=1, predict the reactants needed to synthesize it. The reactants are: ClCI.[Br:4][C:5]1[CH:6]=[N:7][C:8]([OH:22])=[C:9]([CH:21]=1)[C:10]([NH:12][CH2:13][C:14]1[CH:19]=[CH:18][C:17]([F:20])=[CH:16][CH:15]=1)=[O:11].[C:23]([O-])([O-])=O.[Cs+].[Cs+].O. (5) Given the product [Br:2][C:3]1[CH:4]=[C:5]2[C:9](=[CH:10][CH:11]=1)[C@:8]1([O:17][C:26](=[O:28])[NH:13][C:12]1=[O:16])[CH2:7][CH2:6]2.[Br:2][C:3]1[CH:4]=[C:5]2[C:9](=[CH:10][CH:11]=1)[C@@:8]1([O:17][C:26](=[O:28])[NH:13][C:12]1=[O:16])[CH2:7][CH2:6]2, predict the reactants needed to synthesize it. The reactants are: Cl.[Br:2][C:3]1[CH:4]=[C:5]2[C:9](=[CH:10][CH:11]=1)[C:8]([OH:17])([C:12](=[NH:16])[O:13]CC)[CH2:7][CH2:6]2.C(N(CC)CC)C.Cl[C:26](Cl)([O:28]C(=O)OC(Cl)(Cl)Cl)Cl. (6) Given the product [NH2:95][C:93]1[N:92]=[CH:91][N:90]=[C:89]2[N:88]([CH:67]([C:57]3[O:58][C:59](=[O:66])[C:60]4[C:65]([C:56]=3[C:54]3[S:55][C:51]([CH:50]=[CH:49][CH2:48][N:47]([CH3:70])[CH3:46])=[CH:52][CH:53]=3)=[CH:64][CH:63]=[CH:62][CH:61]=4)[CH3:68])[N:87]=[C:86]([C:81]3[CH:82]=[C:83]([F:85])[CH:84]=[C:79]([O:78][CH2:71][C:72]4[CH:77]=[CH:76][CH:75]=[CH:74][CH:73]=4)[CH:80]=3)[C:94]=12, predict the reactants needed to synthesize it. The reactants are: Cl.Cl.NC1N=CN=C2N(C(C3OC(=O)C4C(C=3C3SC(CN5CCNCC5)=CC=3)=CC=CC=4)C)N=C(C3C=C(O)C=C(F)C=3)C=12.[CH3:46][N:47]([CH3:70])[CH2:48][CH:49]=[CH:50][C:51]1[S:55][C:54]([C:56]2[C:65]3[C:60](=[CH:61][CH:62]=[CH:63][CH:64]=3)[C:59](=[O:66])[O:58][C:57]=2[CH:67](O)[CH3:68])=[CH:53][CH:52]=1.[CH2:71]([O:78][C:79]1[CH:80]=[C:81]([C:86]2[C:94]3[C:89](=[N:90][CH:91]=[N:92][C:93]=3[NH2:95])[NH:88][N:87]=2)[CH:82]=[C:83]([F:85])[CH:84]=1)[C:72]1[CH:77]=[CH:76][CH:75]=[CH:74][CH:73]=1. (7) Given the product [F:11][C:2]([F:1])([F:10])[O:3][CH:4]1[CH2:9][CH2:8][N:7]([C:12]([O:14][C:15]([CH3:18])([CH3:17])[CH3:16])=[O:13])[CH2:6][CH2:5]1, predict the reactants needed to synthesize it. The reactants are: [F:1][C:2]([F:11])([F:10])[O:3][CH:4]1[CH2:9][CH2:8][NH:7][CH2:6][CH2:5]1.[C:12](O[C:12]([O:14][C:15]([CH3:18])([CH3:17])[CH3:16])=[O:13])([O:14][C:15]([CH3:18])([CH3:17])[CH3:16])=[O:13].